Predict the product of the given reaction. From a dataset of Forward reaction prediction with 1.9M reactions from USPTO patents (1976-2016). (1) Given the reactants [C:1]([CH:9]1[CH2:15][CH2:14][O:13][C:12]2[CH:16]=[C:17]([N:20]3[CH2:24][C@H:23]([CH2:25][NH:26][C:27](=[O:29])[CH3:28])[O:22][C:21]3=[O:30])[CH:18]=[CH:19][C:11]=2[C:10]1=O)(=O)[C:2]1[CH:7]=[CH:6][CH:5]=[CH:4][CH:3]=1.O.[NH2:33][NH2:34], predict the reaction product. The product is: [O:30]=[C:21]1[N:20]([C:17]2[CH:18]=[CH:19][C:11]3[C:10]4[NH:33][N:34]=[C:1]([C:2]5[CH:3]=[CH:4][CH:5]=[CH:6][CH:7]=5)[C:9]=4[CH2:15][CH2:14][O:13][C:12]=3[CH:16]=2)[CH2:24][C@H:23]([CH2:25][NH:26][C:27](=[O:29])[CH3:28])[O:22]1. (2) Given the reactants [F:1][C:2]1[CH:7]=[C:6]([N+:8]([O-:10])=[O:9])[CH:5]=[C:4](F)[C:3]=1[N:12]1[CH2:17][CH2:16][N:15]([CH:18]2[CH2:21][O:20][CH2:19]2)[CH2:14][CH2:13]1.[CH3:22][O-:23].[Na+], predict the reaction product. The product is: [F:1][C:2]1[CH:7]=[C:6]([N+:8]([O-:10])=[O:9])[CH:5]=[C:4]([O:23][CH3:22])[C:3]=1[N:12]1[CH2:17][CH2:16][N:15]([CH:18]2[CH2:19][O:20][CH2:21]2)[CH2:14][CH2:13]1. (3) Given the reactants [F:1][C:2]([F:7])([F:6])[C@@H:3]1[CH2:5][O:4]1.[CH2:8]([CH:15]1[CH2:19][CH2:18][NH:17][CH2:16]1)[C:9]1[CH:14]=[CH:13][CH:12]=[CH:11][CH:10]=1, predict the reaction product. The product is: [CH2:8]([CH:15]1[CH2:19][CH2:18][N:17]([CH2:5][C@H:3]([OH:4])[C:2]([F:7])([F:6])[F:1])[CH2:16]1)[C:9]1[CH:14]=[CH:13][CH:12]=[CH:11][CH:10]=1. (4) Given the reactants [CH:1]1([NH:4][C:5]2[N:10]=[C:9]([NH:11][C:12]3[CH:17]=[CH:16][CH:15]=[C:14]([O:18][CH3:19])[CH:13]=3)[C:8]([NH2:20])=[CH:7][N:6]=2)[CH2:3][CH2:2]1.[C:21](C1NC=CN=1)(C1NC=CN=1)=[O:22], predict the reaction product. The product is: [CH:1]1([NH:4][C:5]2[N:10]=[C:9]3[C:8]([NH:20][C:21](=[O:22])[N:11]3[C:12]3[CH:17]=[CH:16][CH:15]=[C:14]([O:18][CH3:19])[CH:13]=3)=[CH:7][N:6]=2)[CH2:3][CH2:2]1. (5) Given the reactants [F:1][C:2]1[C:7]([CH:8]([OH:24])[C:9]2[C:17]3[C:12](=NC=[C:15]([C:18]4[CH:19]=[N:20][CH:21]=[CH:22][CH:23]=4)[CH:16]=3)[NH:11][CH:10]=2)=[C:6]([F:25])[CH:5]=[CH:4][C:3]=1[OH:26].O.[CH3:28][N:29](C)C=O, predict the reaction product. The product is: [F:1][C:2]1[C:3]([OH:26])=[CH:4][CH:5]=[C:6]([F:25])[C:7]=1[C:8]([C:9]1[C:28]2[N:29]=[C:15]([C:18]3[CH:19]=[N:20][CH:21]=[CH:22][CH:23]=3)[CH:16]=[CH:17][C:12]=2[NH:11][CH:10]=1)=[O:24].